From a dataset of Forward reaction prediction with 1.9M reactions from USPTO patents (1976-2016). Predict the product of the given reaction. (1) Given the reactants [NH2:1][C:2]([NH:4][CH2:5][CH2:6][CH2:7][C:8]([O:10][CH3:11])=[O:9])=[S:3].OC1OC(C2[CH:19]=[C:20]([NH:24][C:25]([NH2:27])=[S:26])[CH:21]=[CH:22][CH:23]=2)=NN=1.[CH3:28][CH2:29][OH:30].CC(C)=O, predict the reaction product. The product is: [C:29]([NH:27][C:25]1[S:26][C:21]([C:22]2[N:1]=[C:2]([NH:4][CH2:5][CH2:6][CH2:7][C:8]([O:10][CH3:11])=[O:9])[S:3][CH:23]=2)=[C:20]([CH3:19])[N:24]=1)(=[O:30])[CH3:28]. (2) Given the reactants [OH-].[Li+].C[O:4][C:5](=[O:34])[CH:6]([O:32][CH3:33])[CH2:7][C:8]1[CH:13]=[CH:12][C:11]([O:14][CH2:15][CH2:16][CH2:17][O:18][C:19]2[CH:24]=[CH:23][C:22]([C:25]3[CH:30]=[CH:29][CH:28]=[CH:27][CH:26]=3)=[CH:21][CH:20]=2)=[CH:10][C:9]=1[F:31], predict the reaction product. The product is: [C:22]1([C:25]2[CH:26]=[CH:27][CH:28]=[CH:29][CH:30]=2)[CH:23]=[CH:24][C:19]([O:18][CH2:17][CH2:16][CH2:15][O:14][C:11]2[CH:12]=[CH:13][C:8]([CH2:7][CH:6]([O:32][CH3:33])[C:5]([OH:34])=[O:4])=[C:9]([F:31])[CH:10]=2)=[CH:20][CH:21]=1.